Dataset: NCI-60 drug combinations with 297,098 pairs across 59 cell lines. Task: Regression. Given two drug SMILES strings and cell line genomic features, predict the synergy score measuring deviation from expected non-interaction effect. (1) Synergy scores: CSS=23.6, Synergy_ZIP=-5.55, Synergy_Bliss=-3.32, Synergy_Loewe=-0.109, Synergy_HSA=0.253. Cell line: KM12. Drug 2: C1C(C(OC1N2C=NC(=NC2=O)N)CO)O. Drug 1: CC(CN1CC(=O)NC(=O)C1)N2CC(=O)NC(=O)C2. (2) Drug 1: CN(C(=O)NC(C=O)C(C(C(CO)O)O)O)N=O. Drug 2: CC1C(C(CC(O1)OC2CC(CC3=C2C(=C4C(=C3O)C(=O)C5=C(C4=O)C(=CC=C5)OC)O)(C(=O)CO)O)N)O.Cl. Cell line: SK-MEL-28. Synergy scores: CSS=48.1, Synergy_ZIP=-0.439, Synergy_Bliss=-1.01, Synergy_Loewe=-0.310, Synergy_HSA=0.746. (3) Drug 1: C1=C(C(=O)NC(=O)N1)N(CCCl)CCCl. Drug 2: COCCOC1=C(C=C2C(=C1)C(=NC=N2)NC3=CC=CC(=C3)C#C)OCCOC.Cl. Cell line: RXF 393. Synergy scores: CSS=21.8, Synergy_ZIP=-7.91, Synergy_Bliss=6.31, Synergy_Loewe=6.43, Synergy_HSA=7.18. (4) Drug 1: C1CCC(C1)C(CC#N)N2C=C(C=N2)C3=C4C=CNC4=NC=N3. Drug 2: C1=NC2=C(N1)C(=S)N=CN2. Cell line: HCC-2998. Synergy scores: CSS=-5.53, Synergy_ZIP=-8.37, Synergy_Bliss=-16.6, Synergy_Loewe=-42.0, Synergy_HSA=-20.4. (5) Drug 1: C1=C(C(=O)NC(=O)N1)F. Drug 2: C1CN1P(=S)(N2CC2)N3CC3. Cell line: MDA-MB-231. Synergy scores: CSS=19.7, Synergy_ZIP=-7.76, Synergy_Bliss=-4.37, Synergy_Loewe=-0.332, Synergy_HSA=0.510.